From a dataset of Full USPTO retrosynthesis dataset with 1.9M reactions from patents (1976-2016). Predict the reactants needed to synthesize the given product. (1) Given the product [N:10]1([C:7]2[N:8]=[CH:9][C:4]([NH2:1])=[CH:5][CH:6]=2)[CH2:14][CH2:13][CH2:12][CH2:11]1, predict the reactants needed to synthesize it. The reactants are: [N+:1]([C:4]1[CH:5]=[CH:6][C:7]([N:10]2[CH2:14][CH2:13][CH2:12][CH2:11]2)=[N:8][CH:9]=1)([O-])=O. (2) Given the product [F:22][C:17]1[C:16]([NH:23][C:24]2[CH:29]=[CH:28][C:27]([I:30])=[CH:26][C:25]=2[F:31])=[C:15]([C:13]([N:11]2[CH2:12][CH:9]([NH2:5])[CH2:10]2)=[O:14])[CH:20]=[CH:19][C:18]=1[F:21], predict the reactants needed to synthesize it. The reactants are: CC([N:5]([CH:9]1[CH2:12][N:11]([C:13]([C:15]2[CH:20]=[CH:19][C:18]([F:21])=[C:17]([F:22])[C:16]=2[NH:23][C:24]2[CH:29]=[CH:28][C:27]([I:30])=[CH:26][C:25]=2[F:31])=[O:14])[CH2:10]1)C(=O)[O-])(C)C.FC(F)(F)C(O)=O. (3) Given the product [NH2:23][C:20]1[CH:19]=[CH:18][C:17]([CH2:16][N:9]2[C:10]3=[N:11][CH:12]=[CH:13][CH:14]=[C:15]3[C:7]([CH2:6][C:5]([OH:27])=[O:4])=[C:8]2[CH3:26])=[CH:22][CH:21]=1, predict the reactants needed to synthesize it. The reactants are: [OH-].[Na+].C[O:4][C:5](=[O:27])[CH2:6][C:7]1[C:15]2[C:10](=[N:11][CH:12]=[CH:13][CH:14]=2)[N:9]([CH2:16][C:17]2[CH:22]=[CH:21][C:20]([N+:23]([O-])=O)=[CH:19][CH:18]=2)[C:8]=1[CH3:26]. (4) Given the product [Cl:36][CH2:2][C:3]1[CH:8]=[CH:7][C:6]([NH:9][C:10]2[N:15]=[C:14]([NH:16][CH2:17][C:18]3[C:19]([N:24]([CH3:29])[S:25]([CH3:28])(=[O:27])=[O:26])=[N:20][CH:21]=[CH:22][CH:23]=3)[C:13]([C:30]([F:33])([F:32])[F:31])=[CH:12][N:11]=2)=[CH:5][CH:4]=1, predict the reactants needed to synthesize it. The reactants are: O[CH2:2][C:3]1[CH:8]=[CH:7][C:6]([NH:9][C:10]2[N:15]=[C:14]([NH:16][CH2:17][C:18]3[C:19]([N:24]([CH3:29])[S:25]([CH3:28])(=[O:27])=[O:26])=[N:20][CH:21]=[CH:22][CH:23]=3)[C:13]([C:30]([F:33])([F:32])[F:31])=[CH:12][N:11]=2)=[CH:5][CH:4]=1.S(Cl)([Cl:36])=O. (5) Given the product [F:1][C:2]1[CH:34]=[CH:33][CH:32]=[CH:31][C:3]=1[CH2:4][N:5]1[C:13]2[C:8](=[CH:9][CH:10]=[CH:11][CH:12]=2)[C:7]([C:14]2[N:19]=[C:18]([NH:20][C:21]3[CH:26]=[CH:25][N:24]=[CH:23][C:22]=3[C:27]([NH2:28])=[O:35])[C:17]([O:29][CH3:30])=[CH:16][N:15]=2)=[N:6]1, predict the reactants needed to synthesize it. The reactants are: [F:1][C:2]1[CH:34]=[CH:33][CH:32]=[CH:31][C:3]=1[CH2:4][N:5]1[C:13]2[C:8](=[CH:9][CH:10]=[CH:11][CH:12]=2)[C:7]([C:14]2[N:19]=[C:18]([NH:20][C:21]3[CH:26]=[CH:25][N:24]=[CH:23][C:22]=3[C:27]#[N:28])[C:17]([O:29][CH3:30])=[CH:16][N:15]=2)=[N:6]1.[OH-:35].[Na+].OO. (6) Given the product [Br:26][CH2:32][C:33]([NH:19][CH:17]([C:7]1[N:8]([CH:11]2[CH2:16][CH2:15][CH2:14][CH2:13][O:12]2)[C:9]2[C:5]([N:6]=1)=[C:4]([N:20]1[CH2:25][CH2:24][O:23][CH2:22][CH2:21]1)[N:3]=[C:2]([Cl:1])[N:10]=2)[CH3:18])=[O:34], predict the reactants needed to synthesize it. The reactants are: [Cl:1][C:2]1[N:10]=[C:9]2[C:5]([N:6]=[C:7]([CH:17]([NH2:19])[CH3:18])[N:8]2[CH:11]2[CH2:16][CH2:15][CH2:14][CH2:13][O:12]2)=[C:4]([N:20]2[CH2:25][CH2:24][O:23][CH2:22][CH2:21]2)[N:3]=1.[Br-:26].C(N([CH2:32][CH3:33])CC)C.[OH2:34]. (7) Given the product [ClH:12].[Cl:12][C:13]1[C:18]([Cl:19])=[CH:17][CH:16]=[CH:15][C:14]=1[O:11][CH:10]1[CH2:9][CH2:8][NH:7][CH2:6][C:5]2[S:1][CH:2]=[CH:3][C:4]1=2, predict the reactants needed to synthesize it. The reactants are: [S:1]1[C:5]2[CH2:6][NH:7][CH2:8][CH2:9][CH:10]([OH:11])[C:4]=2[CH:3]=[CH:2]1.[Cl:12][C:13]1[C:18]([Cl:19])=[CH:17][CH:16]=[CH:15][C:14]=1F. (8) Given the product [CH3:70][O:69][C:67](=[O:68])[CH2:60][C:61]1[CH:66]=[CH:57][C:56]([NH:52][C:20](=[O:21])[C:19]2[CH:23]=[CH:24][C:16]([C:15]#[C:14][C:11]3[CH:10]=[CH:9][C:8]([CH2:7][N:1]4[CH2:6][CH2:5][O:4][CH2:3][CH2:2]4)=[CH:13][CH:12]=3)=[CH:17][CH:18]=2)=[CH:58][CH:62]=1, predict the reactants needed to synthesize it. The reactants are: [N:1]1([CH2:7][C:8]2[CH:13]=[CH:12][C:11]([C:14]#[C:15][C:16]3[CH:24]=[CH:23][C:19]([C:20](O)=[O:21])=[CH:18][CH:17]=3)=[CH:10][CH:9]=2)[CH2:6][CH2:5][O:4][CH2:3][CH2:2]1.Cl.CN(C(ON1N=NC2C=CC=NC1=2)=[N+](C)C)C.F[P-](F)(F)(F)(F)F.CC[N:52]([CH:56]([CH3:58])[CH3:57])C(C)C.N[C@H:60]([C:67]([O:69][CH3:70])=[O:68])[C:61]1[CH:66]=CC=C[CH:62]=1.Cl. (9) Given the product [C:5]([O:7][C:6](=[O:8])[C:5]1[CH:9]=[CH:10][C:2]([OH:1])=[C:3]([O:11][CH3:12])[CH:4]=1)([CH3:9])([CH3:6])[CH3:4], predict the reactants needed to synthesize it. The reactants are: [OH:1][C:2]1[CH:10]=[CH:9][C:5]([C:6]([OH:8])=[O:7])=[CH:4][C:3]=1[O:11][CH3:12].